From a dataset of Forward reaction prediction with 1.9M reactions from USPTO patents (1976-2016). Predict the product of the given reaction. (1) Given the reactants Br[C:2]1[S:3][C:4]2[CH:10]=[CH:9][C:8]([Cl:11])=[CH:7][C:5]=2[CH:6]=1.[Cl:12][C:13]1[CH:18]=[CH:17][CH:16]=[CH:15][C:14]=1B(O)O.C(=O)([O-])[O-].[Na+].[Na+].O, predict the reaction product. The product is: [Cl:11][C:8]1[CH:9]=[CH:10][C:4]2[S:3][C:2]([C:14]3[CH:15]=[CH:16][CH:17]=[CH:18][C:13]=3[Cl:12])=[CH:6][C:5]=2[CH:7]=1. (2) Given the reactants ClC(Cl)(Cl)[C:3]([C:5]1[N:6]([CH2:10][C:11](=[O:22])[C:12]2[CH:17]=[CH:16][C:15]([C:18]([F:21])([F:20])[F:19])=[CH:14][N:13]=2)[CH:7]=[CH:8][CH:9]=1)=[O:4].[OH-:25].[Na+].Cl.[CH3:28]O, predict the reaction product. The product is: [O:22]=[C:11]([C:12]1[CH:17]=[CH:16][C:15]([C:18]([F:21])([F:20])[F:19])=[CH:14][N:13]=1)[CH2:10][N:6]1[CH:7]=[CH:8][CH:9]=[C:5]1[C:3]([O:4][CH3:28])=[O:25].